From a dataset of Full USPTO retrosynthesis dataset with 1.9M reactions from patents (1976-2016). Predict the reactants needed to synthesize the given product. (1) The reactants are: [CH3:1][C@@:2]12[C:8]([CH3:10])([CH3:9])[C@@H:5]([CH2:6][CH2:7]1)[C:4](=O)[C:3]2=O.COP([CH2:19][C:20](=O)[C:21]1([C:24]([F:27])([F:26])[F:25])[CH2:23][CH2:22]1)(=O)OC.O.[NH2:30][NH2:31]. Given the product [CH3:1][C@@:2]12[C:8]([CH3:10])([CH3:9])[C@@H:5]([CH2:6][CH2:7]1)[C:4]1[C:3]2=[N:30][N:31]=[C:20]([C:21]2([C:24]([F:27])([F:26])[F:25])[CH2:23][CH2:22]2)[CH:19]=1, predict the reactants needed to synthesize it. (2) Given the product [NH2:41][CH2:20][C@@H:17]1[CH2:18][CH2:19][C@H:14]([NH:13][C:11](=[O:12])[O:10][CH2:3][C:4]2[CH:9]=[CH:8][CH:7]=[CH:6][CH:5]=2)[CH2:15][CH2:16]1, predict the reactants needed to synthesize it. The reactants are: N#N.[CH2:3]([O:10][C:11]([NH:13][C@@H:14]1[CH2:19][CH2:18][C@H:17]([CH2:20]O)[CH2:16][CH2:15]1)=[O:12])[C:4]1[CH:9]=[CH:8][CH:7]=[CH:6][CH:5]=1.C1(P(C2C=CC=CC=2)C2C=CC=CC=2)C=CC=CC=1.[NH:41]1C=CN=C1.II.[I-].[N-]=[N+]=[N-].[Na+].[N-]=[N+]=[N-]. (3) Given the product [O:25]1[C:29]2[CH:30]=[CH:31][CH:32]=[CH:33][C:28]=2[CH:27]=[C:26]1[CH2:34][CH:54]([NH:55][S:56]([C:59]1[CH:60]=[N:61][CH:62]=[CH:63][CH:64]=1)(=[O:58])=[O:57])[C:11]1[N:10]=[C:9]([N:8]([CH2:17][C:18]([O:20][C:21]([CH3:22])([CH3:24])[CH3:23])=[O:19])[C:6]([O:5][C:1]([CH3:4])([CH3:2])[CH3:3])=[O:7])[CH:14]=[CH:13][CH:12]=1, predict the reactants needed to synthesize it. The reactants are: [C:1]([O:5][C:6]([N:8]([CH2:17][C:18]([O:20][C:21]([CH3:24])([CH3:23])[CH3:22])=[O:19])[C:9]1[CH:14]=[CH:13][CH:12]=[C:11](CO)[N:10]=1)=[O:7])([CH3:4])([CH3:3])[CH3:2].[O:25]1[C:29]2[CH:30]=[CH:31][CH:32]=[CH:33][C:28]=2[CH:27]=[C:26]1[CH2:34]NS(C1C=NC=CC=1)(=O)=O.S1C=CN=C1C1C=CC([CH2:54][NH:55][S:56]([C:59]2[CH:60]=[N:61][CH:62]=[CH:63][CH:64]=2)(=[O:58])=[O:57])=CC=1. (4) The reactants are: [Cl:1][C:2]1[CH:3]=[C:4]([C:9]2[CH2:10][CH2:11][NH:12][CH2:13][CH:14]=2)[CH:5]=[CH:6][C:7]=1[F:8].Cl. Given the product [Cl:1][C:2]1[CH:3]=[C:4]([CH:9]2[CH2:14][CH2:13][NH:12][CH2:11][CH2:10]2)[CH:5]=[CH:6][C:7]=1[F:8], predict the reactants needed to synthesize it. (5) Given the product [ClH:37].[S:1]1[C:5]2[CH:6]=[CH:7][CH:8]=[C:9]([O:10][C:11]3[CH:16]=[CH:15][C:14]([NH:17][C:18]4[C:19]5[N:26]([CH2:27][CH2:28][NH:29][C:30](=[O:36])[C:31]([CH3:35])([CH3:34])[CH2:32][OH:33])[CH:25]=[CH:24][C:20]=5[N:21]=[CH:22][N:23]=4)=[CH:13][C:12]=3[Cl:37])[C:4]=2[CH:3]=[CH:2]1, predict the reactants needed to synthesize it. The reactants are: [S:1]1[C:5]2[CH:6]=[CH:7][CH:8]=[C:9]([O:10][C:11]3[CH:16]=[CH:15][C:14]([NH:17][C:18]4[C:19]5[N:26]([CH2:27][CH2:28][NH:29][C:30](=[O:36])[C:31]([CH3:35])([CH3:34])[CH2:32][OH:33])[CH:25]=[CH:24][C:20]=5[N:21]=[CH:22][N:23]=4)=[CH:13][C:12]=3[Cl:37])[C:4]=2[CH:3]=[CH:2]1.Cl.C(OCC)(=O)C.C(OCC)(=O)C. (6) Given the product [N:23]1([C:28]2[CH:29]=[C:30]([C:31]([N:19]3[CH2:20][CH2:21][CH2:22][C@H:17]([CH2:16][O:15][C:14]4[C:4]5[C:3]([NH2:2])=[N:8][S:7](=[O:9])(=[O:10])[NH:6][C:5]=5[CH:11]=[CH:12][CH:13]=4)[CH2:18]3)=[O:32])[CH:34]=[CH:35][N:36]=2)[CH:27]=[CH:26][N:25]=[CH:24]1, predict the reactants needed to synthesize it. The reactants are: Cl.[NH2:2][C:3]1[C:4]2[C:14]([O:15][CH2:16][C@H:17]3[CH2:22][CH2:21][CH2:20][NH:19][CH2:18]3)=[CH:13][CH:12]=[CH:11][C:5]=2[NH:6][S:7](=[O:10])(=[O:9])[N:8]=1.[N:23]1([C:28]2[CH:29]=[C:30]([CH:34]=[CH:35][N:36]=2)[C:31](O)=[O:32])[CH:27]=[CH:26][N:25]=[CH:24]1. (7) The reactants are: [CH3:1][S:2][C:3](=O)[NH:4][CH2:5][C:6]1[C:11]([Cl:12])=[N:10][CH:9]=[CH:8][N:7]=1.CN(C=O)C.O=P(Cl)(Cl)Cl. Given the product [Cl:12][C:11]1[C:6]2[N:7]([C:3]([S:2][CH3:1])=[N:4][CH:5]=2)[CH:8]=[CH:9][N:10]=1, predict the reactants needed to synthesize it.